From a dataset of Reaction yield outcomes from USPTO patents with 853,638 reactions. Predict the reaction yield, written as a fraction of the theoretical maximum amount of product (1.0 means a 100% yield; for example, 0.34 means a 34% yield). The reactants are [NH2:1][C:2]1[N:7]=[CH:6][N:5]=[C:4]2[N:8]([CH:30]3[CH2:35][CH2:34][CH2:33][N:32]([C:36](=[O:40])[CH2:37][C:38]#[N:39])[CH2:31]3)[N:9]=[C:10]([C:11]3[CH:16]=[CH:15][C:14]([NH:17][C:18](=[O:29])[C:19]4[CH:24]=[CH:23][C:22]([C:25]([F:28])([F:27])[F:26])=[CH:21][CH:20]=4)=[CH:13][CH:12]=3)[C:3]=12.[CH3:41][C:42]([CH3:46])([CH3:45])[CH:43]=O.N1CCCCC1. The catalyst is CO. The product is [NH2:1][C:2]1[N:7]=[CH:6][N:5]=[C:4]2[N:8]([CH:30]3[CH2:35][CH2:34][CH2:33][N:32]([C:36](=[O:40])[C:37]([C:38]#[N:39])=[CH:41][C:42]([CH3:46])([CH3:45])[CH3:43])[CH2:31]3)[N:9]=[C:10]([C:11]3[CH:12]=[CH:13][C:14]([NH:17][C:18](=[O:29])[C:19]4[CH:20]=[CH:21][C:22]([C:25]([F:28])([F:27])[F:26])=[CH:23][CH:24]=4)=[CH:15][CH:16]=3)[C:3]=12. The yield is 0.270.